From a dataset of Full USPTO retrosynthesis dataset with 1.9M reactions from patents (1976-2016). Predict the reactants needed to synthesize the given product. (1) Given the product [C:13]([C:11]1[O:10][N:9]=[C:8]([C:5]2[N:6]=[CH:7][C:2]([N:28]3[C:31]4([CH2:34][O:33][CH2:32]4)[CH2:30][CH2:29]3)=[C:3]([O:17][CH2:18][CH:19]3[CH2:21][CH2:20]3)[CH:4]=2)[N:12]=1)([CH3:16])([CH3:15])[CH3:14], predict the reactants needed to synthesize it. The reactants are: Br[C:2]1[C:3]([O:17][CH2:18][CH:19]2[CH2:21][CH2:20]2)=[CH:4][C:5]([C:8]2[N:12]=[C:11]([C:13]([CH3:16])([CH3:15])[CH3:14])[O:10][N:9]=2)=[N:6][CH:7]=1.C(O)(=O)C(O)=O.[NH:28]1[C:31]2([CH2:34][O:33][CH2:32]2)[CH2:30][CH2:29]1.[NH:28]1[C:31]2([CH2:34][O:33][CH2:32]2)[CH2:30][CH2:29]1. (2) Given the product [CH3:9][O:10][C:11](=[O:14])[CH2:12][NH:13][CH2:6][CH:1]1[CH2:2][CH2:3][CH2:4][CH2:5]1, predict the reactants needed to synthesize it. The reactants are: [CH:1]1([CH:6]=O)[CH2:5][CH2:4][CH2:3][CH2:2]1.Cl.[CH3:9][O:10][C:11](=[O:14])[CH2:12][NH2:13].CCN(CC)CC.[BH4-].[Na+].